Dataset: hERG Central: cardiac toxicity at 1µM, 10µM, and general inhibition. Task: Predict hERG channel inhibition at various concentrations. (1) The compound is CCCCCCCCCCCCOCn1c[n+](C)c2ccccc21.[Cl-]. Results: hERG_inhib (hERG inhibition (general)): blocker. (2) The compound is CCOC(=O)C1(CCOc2ccccc2)CCN(Cc2cccc(O)c2)CC1. Results: hERG_inhib (hERG inhibition (general)): blocker. (3) The compound is CN(C)CCOC(=O)c1cn(Cc2ccccc2)c2ccccc12.Cl. Results: hERG_inhib (hERG inhibition (general)): blocker. (4) The drug is CCc1ccc(OCCOCC(O)CN2CCN(Cc3ccc(Cl)cc3)CC2)cc1.Cl. Results: hERG_inhib (hERG inhibition (general)): blocker. (5) The compound is N#Cc1ccc(CN2CCN(C(=O)Cn3nc(C(N)=O)c4ccccc4c3=O)CC2)cc1. Results: hERG_inhib (hERG inhibition (general)): blocker. (6) The molecule is O=C1C=C(/C=C/c2ccccc2)C[C@@H](c2ccc(F)cc2)C1. Results: hERG_inhib (hERG inhibition (general)): blocker. (7) The molecule is COCCn1c(SCC(=O)N2CCCc3ccccc32)nc2ccccc2c1=O. Results: hERG_inhib (hERG inhibition (general)): blocker.